From a dataset of hERG potassium channel inhibition data for cardiac toxicity prediction from Karim et al.. Regression/Classification. Given a drug SMILES string, predict its toxicity properties. Task type varies by dataset: regression for continuous values (e.g., LD50, hERG inhibition percentage) or binary classification for toxic/non-toxic outcomes (e.g., AMES mutagenicity, cardiotoxicity, hepatotoxicity). Dataset: herg_karim. (1) The molecule is CC(C)c1cc(C#N)cc2nc(-c3ccc(C(=O)NC[C@@]4(C)CN(c5ccc(-c6ccccc6OC(F)(F)F)cn5)C(=O)O4)cc3)oc12. The result is 0 (non-blocker). (2) The molecule is CC(C)=CCn1c(N2CCC[C@@H](N)C2)nc2c1c(=O)n(CC(=O)c1ccccc1)c(=O)n2C. The result is 1 (blocker). (3) The compound is Clc1cc(Cl)cc(CN(C2CC2)C2CNC2)c1. The result is 1 (blocker). (4) The drug is CCCN(CCc1c[nH]c2ccccc12)Cc1ccc(/C=C/C(=O)NO)cc1. The result is 1 (blocker). (5) The molecule is OCCC#Cc1nc(-c2ccc(F)cc2)c(-c2ccncc2)n1CCCc1ccccc1. The result is 1 (blocker). (6) The molecule is CCN(C(=O)Cc1ccc(S(C)(=O)=O)cc1)C1CCN(CCC(c2ccccc2)N2CCN(c3cccc(F)c3)CC2)CC1. The result is 1 (blocker). (7) The compound is CCOC(=O)C1CCC(N2CC(NC(=O)CNc3nn(S(C)(=O)=O)c4ccc(C(F)(F)F)cc34)C2)CC1. The result is 0 (non-blocker). (8) The compound is C(#Cc1cc(-c2n[nH]c3c2Cc2cc(-n4ccnc4)ccc2-3)cs1)COc1ccccc1. The result is 1 (blocker). (9) The drug is Cc1c[nH]c2c(Nc3nc(N[C@@H]4CCOC[C@@H]4N)cc4nc[nH]c(=O)c34)cccc12. The result is 0 (non-blocker).